This data is from NCI-60 drug combinations with 297,098 pairs across 59 cell lines. The task is: Regression. Given two drug SMILES strings and cell line genomic features, predict the synergy score measuring deviation from expected non-interaction effect. (1) Drug 1: CCN(CC)CCCC(C)NC1=C2C=C(C=CC2=NC3=C1C=CC(=C3)Cl)OC. Drug 2: COCCOC1=C(C=C2C(=C1)C(=NC=N2)NC3=CC=CC(=C3)C#C)OCCOC.Cl. Cell line: COLO 205. Synergy scores: CSS=35.4, Synergy_ZIP=13.6, Synergy_Bliss=8.17, Synergy_Loewe=2.14, Synergy_HSA=4.53. (2) Drug 1: C1=C(C(=O)NC(=O)N1)F. Drug 2: C1=NC(=NC(=O)N1C2C(C(C(O2)CO)O)O)N. Cell line: SK-MEL-28. Synergy scores: CSS=34.8, Synergy_ZIP=7.52, Synergy_Bliss=9.92, Synergy_Loewe=6.04, Synergy_HSA=6.37. (3) Synergy scores: CSS=6.61, Synergy_ZIP=-4.42, Synergy_Bliss=-4.16, Synergy_Loewe=-4.76, Synergy_HSA=-3.99. Cell line: EKVX. Drug 2: CCC1(C2=C(COC1=O)C(=O)N3CC4=CC5=C(C=CC(=C5CN(C)C)O)N=C4C3=C2)O.Cl. Drug 1: CC1=C(C=C(C=C1)NC(=O)C2=CC=C(C=C2)CN3CCN(CC3)C)NC4=NC=CC(=N4)C5=CN=CC=C5. (4) Drug 1: C1=CC(=CC=C1CCCC(=O)O)N(CCCl)CCCl. Drug 2: C(CN)CNCCSP(=O)(O)O. Cell line: IGROV1. Synergy scores: CSS=16.6, Synergy_ZIP=-1.50, Synergy_Bliss=1.77, Synergy_Loewe=-10.4, Synergy_HSA=-1.21. (5) Drug 1: CC1=C(C=C(C=C1)NC(=O)C2=CC=C(C=C2)CN3CCN(CC3)C)NC4=NC=CC(=N4)C5=CN=CC=C5. Drug 2: C(=O)(N)NO. Cell line: COLO 205. Synergy scores: CSS=-1.79, Synergy_ZIP=1.88, Synergy_Bliss=1.02, Synergy_Loewe=-1.33, Synergy_HSA=-1.86. (6) Drug 1: CCCCCOC(=O)NC1=NC(=O)N(C=C1F)C2C(C(C(O2)C)O)O. Drug 2: CCC1=C2CN3C(=CC4=C(C3=O)COC(=O)C4(CC)O)C2=NC5=C1C=C(C=C5)O. Cell line: RXF 393. Synergy scores: CSS=6.67, Synergy_ZIP=0.744, Synergy_Bliss=4.66, Synergy_Loewe=-2.19, Synergy_HSA=1.10. (7) Drug 2: CC(C)NC(=O)C1=CC=C(C=C1)CNNC.Cl. Drug 1: CCN(CC)CCNC(=O)C1=C(NC(=C1C)C=C2C3=C(C=CC(=C3)F)NC2=O)C. Cell line: HT29. Synergy scores: CSS=0.579, Synergy_ZIP=-4.24, Synergy_Bliss=-9.22, Synergy_Loewe=-52.2, Synergy_HSA=-10.0. (8) Drug 1: COC1=C(C=C2C(=C1)N=CN=C2NC3=CC(=C(C=C3)F)Cl)OCCCN4CCOCC4. Drug 2: C1=CC(=CC=C1C#N)C(C2=CC=C(C=C2)C#N)N3C=NC=N3. Cell line: NCI-H226. Synergy scores: CSS=21.4, Synergy_ZIP=-2.99, Synergy_Bliss=0.658, Synergy_Loewe=0.910, Synergy_HSA=2.07. (9) Drug 1: CCCCCOC(=O)NC1=NC(=O)N(C=C1F)C2C(C(C(O2)C)O)O. Drug 2: COCCOC1=C(C=C2C(=C1)C(=NC=N2)NC3=CC=CC(=C3)C#C)OCCOC.Cl. Cell line: MALME-3M. Synergy scores: CSS=2.98, Synergy_ZIP=0.0880, Synergy_Bliss=2.08, Synergy_Loewe=1.67, Synergy_HSA=0.746.